From a dataset of Peptide-MHC class I binding affinity with 185,985 pairs from IEDB/IMGT. Regression. Given a peptide amino acid sequence and an MHC pseudo amino acid sequence, predict their binding affinity value. This is MHC class I binding data. (1) The peptide sequence is HSNLNDATY. The MHC is HLA-B15:09 with pseudo-sequence HLA-B15:09. The binding affinity (normalized) is 0.0847. (2) The peptide sequence is MMWEINGPK. The MHC is HLA-B39:01 with pseudo-sequence HLA-B39:01. The binding affinity (normalized) is 0.0847. (3) The peptide sequence is NVAFELWAK. The MHC is HLA-A11:01 with pseudo-sequence HLA-A11:01. The binding affinity (normalized) is 0.612. (4) The peptide sequence is MIFFNPVSF. The MHC is HLA-A32:01 with pseudo-sequence HLA-A32:01. The binding affinity (normalized) is 1.00. (5) The peptide sequence is LLNETAKVIK. The MHC is HLA-A33:01 with pseudo-sequence HLA-A33:01. The binding affinity (normalized) is 0.109.